This data is from NCI-60 drug combinations with 297,098 pairs across 59 cell lines. The task is: Regression. Given two drug SMILES strings and cell line genomic features, predict the synergy score measuring deviation from expected non-interaction effect. (1) Drug 1: CC(C)(C#N)C1=CC(=CC(=C1)CN2C=NC=N2)C(C)(C)C#N. Drug 2: CN(CCCl)CCCl.Cl. Cell line: NCI-H460. Synergy scores: CSS=42.4, Synergy_ZIP=3.02, Synergy_Bliss=0.321, Synergy_Loewe=-0.287, Synergy_HSA=0.902. (2) Drug 1: C(CC(=O)O)C(=O)CN.Cl. Drug 2: C1CN(CCN1C(=O)CCBr)C(=O)CCBr. Cell line: SK-MEL-2. Synergy scores: CSS=35.0, Synergy_ZIP=0.0721, Synergy_Bliss=6.65, Synergy_Loewe=3.74, Synergy_HSA=5.62. (3) Drug 1: CC=C1C(=O)NC(C(=O)OC2CC(=O)NC(C(=O)NC(CSSCCC=C2)C(=O)N1)C(C)C)C(C)C. Drug 2: CC12CCC3C(C1CCC2OP(=O)(O)O)CCC4=C3C=CC(=C4)OC(=O)N(CCCl)CCCl.[Na+]. Cell line: CAKI-1. Synergy scores: CSS=12.1, Synergy_ZIP=0.411, Synergy_Bliss=-1.84, Synergy_Loewe=-32.1, Synergy_HSA=-4.04. (4) Drug 1: CCC1(CC2CC(C3=C(CCN(C2)C1)C4=CC=CC=C4N3)(C5=C(C=C6C(=C5)C78CCN9C7C(C=CC9)(C(C(C8N6C)(C(=O)OC)O)OC(=O)C)CC)OC)C(=O)OC)O.OS(=O)(=O)O. Drug 2: CC1CCC2CC(C(=CC=CC=CC(CC(C(=O)C(C(C(=CC(C(=O)CC(OC(=O)C3CCCCN3C(=O)C(=O)C1(O2)O)C(C)CC4CCC(C(C4)OC)O)C)C)O)OC)C)C)C)OC. Cell line: UACC62. Synergy scores: CSS=5.35, Synergy_ZIP=-0.708, Synergy_Bliss=0.763, Synergy_Loewe=-2.15, Synergy_HSA=0.629.